From a dataset of Full USPTO retrosynthesis dataset with 1.9M reactions from patents (1976-2016). Predict the reactants needed to synthesize the given product. (1) Given the product [C:1]([O:5][C:6]([N:8]1[CH2:17][CH2:16][C:15]2[C:10](=[CH:11][C:12]([CH:18]([C:26]#[N:27])[CH2:19][C:20]3[CH:25]=[CH:24][CH:23]=[CH:22][CH:21]=3)=[CH:13][CH:14]=2)[CH2:9]1)=[O:7])([CH3:4])([CH3:2])[CH3:3], predict the reactants needed to synthesize it. The reactants are: [C:1]([O:5][C:6]([N:8]1[CH2:17][CH2:16][C:15]2[C:10](=[CH:11][C:12](/[C:18](/[C:26]#[N:27])=[CH:19]/[C:20]3[CH:25]=[CH:24][CH:23]=[CH:22][CH:21]=3)=[CH:13][CH:14]=2)[CH2:9]1)=[O:7])([CH3:4])([CH3:3])[CH3:2].[BH4-].[Na+].C(O)(=O)CC(CC(O)=O)(C(O)=O)O. (2) Given the product [Br:16][C:7]1[CH:8]=[C:9]2[N:10]([CH3:19])[C:11](=[O:15])[NH:3][C:4]2=[N:5][CH:6]=1, predict the reactants needed to synthesize it. The reactants are: [H-].[Na+].[NH2:3][C:4]1[C:9]([NH:10][C:11](=[O:15])OCC)=[CH:8][C:7]([Br:16])=[CH:6][N:5]=1.N#N.[CH3:19]I.